This data is from Full USPTO retrosynthesis dataset with 1.9M reactions from patents (1976-2016). The task is: Predict the reactants needed to synthesize the given product. (1) Given the product [F:8][C:6]1[CH:5]=[N:4][CH:3]=[C:2]([N:9]2[CH:13]=[CH:12][CH:11]=[N:10]2)[CH:7]=1, predict the reactants needed to synthesize it. The reactants are: Br[C:2]1[CH:3]=[N:4][CH:5]=[C:6]([F:8])[CH:7]=1.[NH:9]1[CH:13]=[CH:12][CH:11]=[N:10]1.C(=O)([O-])[O-].[Cs+].[Cs+]. (2) Given the product [C:16]([O:15][C:13]([N:11]([CH3:12])[C:8]1[CH:7]=[CH:6][C:5]([CH2:4][C:3]([OH:20])=[O:2])=[CH:10][CH:9]=1)=[O:14])([CH3:19])([CH3:18])[CH3:17], predict the reactants needed to synthesize it. The reactants are: C[O:2][C:3](=[O:20])[CH2:4][C:5]1[CH:10]=[CH:9][C:8]([N:11]([C:13]([O:15][C:16]([CH3:19])([CH3:18])[CH3:17])=[O:14])[CH3:12])=[CH:7][CH:6]=1.[OH-].[Li+]. (3) Given the product [CH2:1]([O:8][C:9]1[CH:10]=[C:11]([CH2:15][CH:16]=[O:17])[CH:12]=[CH:13][CH:14]=1)[C:2]1[CH:3]=[CH:4][CH:5]=[CH:6][CH:7]=1, predict the reactants needed to synthesize it. The reactants are: [CH2:1]([O:8][C:9]1[CH:10]=[C:11]([CH2:15][CH2:16][OH:17])[CH:12]=[CH:13][CH:14]=1)[C:2]1[CH:7]=[CH:6][CH:5]=[CH:4][CH:3]=1.CC(OI1(OC(C)=O)(OC(C)=O)OC(=O)C2C=CC=CC1=2)=O.C([O-])(O)=O.[Na+].S([O-])([O-])(=O)=S.[Na+].[Na+].